Task: Regression. Given two drug SMILES strings and cell line genomic features, predict the synergy score measuring deviation from expected non-interaction effect.. Dataset: NCI-60 drug combinations with 297,098 pairs across 59 cell lines (1) Drug 1: C1=CC(=CC=C1CCCC(=O)O)N(CCCl)CCCl. Drug 2: CC1=CC=C(C=C1)C2=CC(=NN2C3=CC=C(C=C3)S(=O)(=O)N)C(F)(F)F. Cell line: HCT-15. Synergy scores: CSS=10.0, Synergy_ZIP=-4.80, Synergy_Bliss=-5.84, Synergy_Loewe=-9.00, Synergy_HSA=-5.02. (2) Drug 1: CS(=O)(=O)OCCCCOS(=O)(=O)C. Drug 2: CC(C)NC(=O)C1=CC=C(C=C1)CNNC.Cl. Cell line: SR. Synergy scores: CSS=73.8, Synergy_ZIP=3.44, Synergy_Bliss=3.44, Synergy_Loewe=-2.79, Synergy_HSA=4.93. (3) Drug 1: C1=CC(=CC=C1CCC2=CNC3=C2C(=O)NC(=N3)N)C(=O)NC(CCC(=O)O)C(=O)O. Drug 2: COCCOC1=C(C=C2C(=C1)C(=NC=N2)NC3=CC=CC(=C3)C#C)OCCOC.Cl. Cell line: NCI-H522. Synergy scores: CSS=47.6, Synergy_ZIP=-12.3, Synergy_Bliss=-4.76, Synergy_Loewe=-5.55, Synergy_HSA=-1.78. (4) Drug 1: CN(C)C1=NC(=NC(=N1)N(C)C)N(C)C. Drug 2: C(=O)(N)NO. Cell line: SK-MEL-2. Synergy scores: CSS=-11.4, Synergy_ZIP=2.35, Synergy_Bliss=-4.28, Synergy_Loewe=-9.45, Synergy_HSA=-8.83. (5) Drug 1: C1C(C(OC1N2C=C(C(=O)NC2=O)F)CO)O. Drug 2: CC1C(C(CC(O1)OC2CC(CC3=C2C(=C4C(=C3O)C(=O)C5=CC=CC=C5C4=O)O)(C(=O)C)O)N)O. Cell line: SNB-75. Synergy scores: CSS=49.0, Synergy_ZIP=-5.08, Synergy_Bliss=-4.15, Synergy_Loewe=0.724, Synergy_HSA=4.76. (6) Drug 1: CS(=O)(=O)OCCCCOS(=O)(=O)C. Drug 2: CC(C)(C#N)C1=CC(=CC(=C1)CN2C=NC=N2)C(C)(C)C#N. Cell line: TK-10. Synergy scores: CSS=-4.46, Synergy_ZIP=5.32, Synergy_Bliss=6.51, Synergy_Loewe=0.740, Synergy_HSA=0.462. (7) Drug 1: COC1=C(C=C2C(=C1)N=CN=C2NC3=CC(=C(C=C3)F)Cl)OCCCN4CCOCC4. Drug 2: CN(C(=O)NC(C=O)C(C(C(CO)O)O)O)N=O. Cell line: HS 578T. Synergy scores: CSS=7.30, Synergy_ZIP=-4.43, Synergy_Bliss=-2.27, Synergy_Loewe=-5.79, Synergy_HSA=-0.894. (8) Drug 1: C1=C(C(=O)NC(=O)N1)N(CCCl)CCCl. Drug 2: COC1=NC(=NC2=C1N=CN2C3C(C(C(O3)CO)O)O)N. Cell line: HT29. Synergy scores: CSS=23.3, Synergy_ZIP=6.50, Synergy_Bliss=8.77, Synergy_Loewe=-1.42, Synergy_HSA=6.58. (9) Drug 1: CS(=O)(=O)C1=CC(=C(C=C1)C(=O)NC2=CC(=C(C=C2)Cl)C3=CC=CC=N3)Cl. Drug 2: C1CCC(CC1)NC(=O)N(CCCl)N=O. Cell line: SK-MEL-2. Synergy scores: CSS=41.1, Synergy_ZIP=11.7, Synergy_Bliss=12.4, Synergy_Loewe=4.25, Synergy_HSA=7.98. (10) Drug 2: C1CC(C1)(C(=O)O)C(=O)O.[NH2-].[NH2-].[Pt+2]. Synergy scores: CSS=20.2, Synergy_ZIP=-7.71, Synergy_Bliss=-1.95, Synergy_Loewe=-0.480, Synergy_HSA=1.27. Drug 1: C1CN1P(=S)(N2CC2)N3CC3. Cell line: HS 578T.